Dataset: CYP2D6 inhibition data for predicting drug metabolism from PubChem BioAssay. Task: Regression/Classification. Given a drug SMILES string, predict its absorption, distribution, metabolism, or excretion properties. Task type varies by dataset: regression for continuous measurements (e.g., permeability, clearance, half-life) or binary classification for categorical outcomes (e.g., BBB penetration, CYP inhibition). Dataset: cyp2d6_veith. (1) The result is 0 (non-inhibitor). The drug is CCS(=O)(=O)N1CCC(C(=O)NCCc2ccccc2)CC1. (2) The drug is CCSc1cc(N2CCCC2)nc(-c2ccc(F)cc2)n1. The result is 0 (non-inhibitor). (3) The drug is CC(=O)N1CC[N+](C)(C)CC1. The result is 0 (non-inhibitor). (4) The molecule is C=CCn1c(SCc2ccccc2)nc2scc(-c3ccc(C)o3)c2c1=O. The result is 0 (non-inhibitor). (5) The molecule is Cn1c(=O)c(-c2ccc(Cl)cc2)nc2cnc(OCc3ccccc3)nc21. The result is 0 (non-inhibitor). (6) The drug is O=c1c(-c2cccc(F)c2)nc2cncnc2n1Cc1ccccc1. The result is 0 (non-inhibitor).